This data is from Catalyst prediction with 721,799 reactions and 888 catalyst types from USPTO. The task is: Predict which catalyst facilitates the given reaction. (1) Reactant: [Br:1][C:2]1[CH:3]=[CH:4][C:5]2[C:13]3[CH:9]([CH:10]([C:15]4[CH:20]=[CH:19][C:18]([O:21][C:22]([F:25])([F:24])[F:23])=[CH:17][CH:16]=4)[N:11]([CH3:14])[N:12]=3)[CH2:8][CH2:7][C:6]=2[CH:26]=1.C(C1C(=O)C(Cl)=C(Cl)C(=O)C=1C#N)#N. Product: [Br:1][C:2]1[CH:3]=[CH:4][C:5]2[C:13]3[C:9](=[C:10]([C:15]4[CH:16]=[CH:17][C:18]([O:21][C:22]([F:23])([F:24])[F:25])=[CH:19][CH:20]=4)[N:11]([CH3:14])[N:12]=3)[CH:8]=[CH:7][C:6]=2[CH:26]=1. The catalyst class is: 12. (2) The catalyst class is: 2. Product: [I-:28].[C:1]([NH:4][CH:5]([C:8]1[CH:13]=[C:12]([Cl:14])[CH:11]=[CH:10][C:9]=1[CH:15]1[CH2:21][CH:20]2[NH2+:22][CH:17]([CH2:18][CH2:19]2)[CH2:16]1)[CH2:6][CH3:7])(=[O:3])[CH3:2]. Reactant: [C:1]([NH:4][CH:5]([C:8]1[CH:13]=[C:12]([Cl:14])[CH:11]=[CH:10][C:9]=1[CH:15]1[CH2:21][CH:20]2[N:22](C(OCC)=O)[CH:17]([CH2:18][CH2:19]2)[CH2:16]1)[CH2:6][CH3:7])(=[O:3])[CH3:2].[I:28][Si](C)(C)C.